From a dataset of Catalyst prediction with 721,799 reactions and 888 catalyst types from USPTO. Predict which catalyst facilitates the given reaction. Reactant: [CH3:1][O:2][CH2:3][CH2:4][NH:5][C:6]1[C:15]2[C:10](=[CH:11][CH:12]=[CH:13][CH:14]=2)[N:9]=[CH:8][C:7]=1[N+:16]([O-])=O.S([O-])([O-])(=O)=O.[Mg+2]. Product: [CH3:1][O:2][CH2:3][CH2:4][N:5]1[C:6]2[C:15]3[CH:14]=[CH:13][CH:12]=[CH:11][C:10]=3[N:9]=[CH:8][C:7]=2[N:16]=[C:4]1[CH2:3][O:2][CH3:1]. The catalyst class is: 612.